This data is from Forward reaction prediction with 1.9M reactions from USPTO patents (1976-2016). The task is: Predict the product of the given reaction. (1) Given the reactants Br[C:2]1[CH:11]=[N:10][C:5]2=[N:6][CH:7]=[CH:8][N:9]=[C:4]2[CH:3]=1.[CH2:12](C([Sn])=C(CCCC)CCCC)[CH2:13]CC.[Li+].[Cl-], predict the reaction product. The product is: [CH:12]([C:2]1[CH:11]=[N:10][C:5]2=[N:6][CH:7]=[CH:8][N:9]=[C:4]2[CH:3]=1)=[CH2:13]. (2) Given the reactants [F:1][C:2]1[CH:3]=[C:4]([CH:8]=[CH:9][C:10]=1[C:11]([F:14])([F:13])[F:12])[C:5]([OH:7])=O.C(Cl)(=O)C(Cl)=O.[NH2:21][C:22]([CH3:26])([CH3:25])[CH2:23][OH:24], predict the reaction product. The product is: [F:1][C:2]1[CH:3]=[C:4]([CH:8]=[CH:9][C:10]=1[C:11]([F:14])([F:13])[F:12])[C:5]([NH:21][C:22]([CH3:26])([CH3:25])[CH2:23][OH:24])=[O:7]. (3) Given the reactants [Br:1][C:2]1[C:13]2[C:5](=[CH:6][C:7]([C:16]3[CH:21]=[CH:20][CH:19]=[CH:18][C:17]=3[Cl:22])=[C:8]3[C:12]=2[C:11](=[O:14])[NH:10][C:9]3=[O:15])[N:4]([CH2:23][CH2:24][CH2:25]O)[CH:3]=1.[CH3:27][N:28]1[CH2:33][CH2:32][NH:31][CH2:30][CH2:29]1, predict the reaction product. The product is: [Br:1][C:2]1[C:13]2[C:5](=[CH:6][C:7]([C:16]3[CH:21]=[CH:20][CH:19]=[CH:18][C:17]=3[Cl:22])=[C:8]3[C:12]=2[C:11](=[O:14])[NH:10][C:9]3=[O:15])[N:4]([CH2:23][CH2:24][CH2:25][N:31]2[CH2:32][CH2:33][N:28]([CH3:27])[CH2:29][CH2:30]2)[CH:3]=1. (4) Given the reactants [CH3:1][C:2]([CH3:9])([CH:6]([CH3:8])[CH3:7])[CH2:3][CH2:4][OH:5].[Cr](Cl)([O-])(=O)=O.[NH+]1C=CC=CC=1, predict the reaction product. The product is: [CH3:1][C:2]([CH3:9])([CH:6]([CH3:8])[CH3:7])[CH2:3][CH:4]=[O:5].